Dataset: Reaction yield outcomes from USPTO patents with 853,638 reactions. Task: Predict the reaction yield, written as a fraction of the theoretical maximum amount of product (1.0 means a 100% yield; for example, 0.34 means a 34% yield). (1) The reactants are Cl[C:2]1[N:3]=[C:4]([NH:18][CH2:19][CH2:20][CH3:21])[C:5]2[N:6]=[C:7]([NH:16][CH3:17])[N:8]=[C:9]([NH:12][CH2:13][CH2:14][CH3:15])[C:10]=2[N:11]=1.[F:22][C:23]1[CH:28]=[CH:27][C:26](B(O)O)=[CH:25][CH:24]=1.CNC1C2N=C(C3C=CC(F)=CC=3)N=C(NC)C=2N=C(NCCC)N=1. No catalyst specified. The product is [CH3:17][NH:16][C:7]1[N:8]=[C:9]([NH:12][CH2:13][CH2:14][CH3:15])[C:10]2[N:11]=[C:2]([C:26]3[CH:27]=[CH:28][C:23]([F:22])=[CH:24][CH:25]=3)[N:3]=[C:4]([NH:18][CH2:19][CH2:20][CH3:21])[C:5]=2[N:6]=1. The yield is 0.670. (2) The reactants are Br[C@@H:2]1[CH2:6][N:5]([C:7]([O:9][C:10]([CH3:13])([CH3:12])[CH3:11])=[O:8])[C@H:4]([CH2:14][O:15][Si:16]([C:29]([CH3:32])([CH3:31])[CH3:30])([C:23]2[CH:28]=[CH:27][CH:26]=[CH:25][CH:24]=2)[C:17]2[CH:22]=[CH:21][CH:20]=[CH:19][CH:18]=2)[CH2:3]1.[N-:33]=[N+]=[N-].[Na+].O. The catalyst is CN(C=O)C.CCO.[Pd]. The product is [NH2:33][C@H:2]1[CH2:6][N:5]([C:7]([O:9][C:10]([CH3:13])([CH3:12])[CH3:11])=[O:8])[C@H:4]([CH2:14][O:15][Si:16]([C:29]([CH3:32])([CH3:31])[CH3:30])([C:23]2[CH:28]=[CH:27][CH:26]=[CH:25][CH:24]=2)[C:17]2[CH:22]=[CH:21][CH:20]=[CH:19][CH:18]=2)[CH2:3]1. The yield is 0.950.